From a dataset of Full USPTO retrosynthesis dataset with 1.9M reactions from patents (1976-2016). Predict the reactants needed to synthesize the given product. (1) The reactants are: [CH2:1]([C:3]1[C:8]([CH:9]=O)=[CH:7][CH:6]=[CH:5][C:4]=1[C:11]1[N:15]=[C:14]([C:16]2[CH:17]=[CH:18][C:19]([O:24][CH:25]([CH3:27])[CH3:26])=[C:20]([CH:23]=2)[C:21]#[N:22])[S:13][N:12]=1)[CH3:2].[NH:28]1[CH2:31][CH:30]([C:32]([OH:34])=[O:33])[CH2:29]1.C(O)(=O)C.C(O[BH-](OC(=O)C)OC(=O)C)(=O)C.[Na+]. Given the product [C:21]([C:20]1[CH:23]=[C:16]([C:14]2[S:13][N:12]=[C:11]([C:4]3[C:3]([CH2:1][CH3:2])=[C:8]([CH2:9][N:28]4[CH2:31][CH:30]([C:32]([OH:34])=[O:33])[CH2:29]4)[CH:7]=[CH:6][CH:5]=3)[N:15]=2)[CH:17]=[CH:18][C:19]=1[O:24][CH:25]([CH3:27])[CH3:26])#[N:22], predict the reactants needed to synthesize it. (2) Given the product [I:19][C:7]1[CH:12]=[CH:11][C:10]([O:13][CH2:14][CH2:15][CH3:16])=[CH:9][C:8]=1[O:17][CH3:18], predict the reactants needed to synthesize it. The reactants are: [Li]CCCC.Br[C:7]1[CH:12]=[CH:11][C:10]([O:13][CH2:14][CH2:15][CH3:16])=[CH:9][C:8]=1[O:17][CH3:18].[I:19]I. (3) Given the product [C:27]([N:15]([CH2:11][CH:12]([CH3:14])[CH3:13])[C:16]1[CH:21]=[C:20]([Cl:22])[CH:19]=[CH:18][C:17]=1[N+:23]([O-:25])=[O:24])#[N:26], predict the reactants needed to synthesize it. The reactants are: C[Si]([N-][Si](C)(C)C)(C)C.[Li+].[CH2:11]([NH:15][C:16]1[CH:21]=[C:20]([Cl:22])[CH:19]=[CH:18][C:17]=1[N+:23]([O-:25])=[O:24])[CH:12]([CH3:14])[CH3:13].[N:26]#[C:27]Br. (4) Given the product [C:29]1([C:8]2[N:6]3[CH:7]=[C:2]([N:35]4[CH:39]=[CH:38][CH:37]=[N:36]4)[CH:3]=[CH:4][C:5]3=[N:10][C:9]=2[C:11]2[CH:12]=[CH:13][C:14]([C:17]3([NH:21][C:22](=[O:28])[O:23][C:24]([CH3:25])([CH3:26])[CH3:27])[CH2:18][CH2:19][CH2:20]3)=[CH:15][CH:16]=2)[CH:30]=[CH:31][CH:32]=[CH:33][CH:34]=1, predict the reactants needed to synthesize it. The reactants are: Br[C:2]1[CH:3]=[CH:4][C:5]2[N:6]([C:8]([C:29]3[CH:34]=[CH:33][CH:32]=[CH:31][CH:30]=3)=[C:9]([C:11]3[CH:16]=[CH:15][C:14]([C:17]4([NH:21][C:22](=[O:28])[O:23][C:24]([CH3:27])([CH3:26])[CH3:25])[CH2:20][CH2:19][CH2:18]4)=[CH:13][CH:12]=3)[N:10]=2)[CH:7]=1.[NH:35]1[CH:39]=[CH:38][CH:37]=[N:36]1.C(=O)([O-])[O-].[K+].[K+].N1C2C(=CC=CC=2O)C=CC=1. (5) Given the product [Cl:23][C:20]1[CH:21]=[CH:22][C:17]([N:12]2[C:13]3[C:9](=[CH:8][C:7]([O:6][CH2:5][CH2:4][CH2:3][CH2:2][N:26]([CH2:24][CH3:25])[CH2:27][CH2:28][OH:29])=[C:15]([F:16])[CH:14]=3)[CH:10]=[CH:11]2)=[CH:18][CH:19]=1, predict the reactants needed to synthesize it. The reactants are: Br[CH2:2][CH2:3][CH2:4][CH2:5][O:6][C:7]1[CH:8]=[C:9]2[C:13](=[CH:14][C:15]=1[F:16])[N:12]([C:17]1[CH:22]=[CH:21][C:20]([Cl:23])=[CH:19][CH:18]=1)[CH:11]=[CH:10]2.[CH2:24]([NH:26][CH2:27][CH2:28][OH:29])[CH3:25]. (6) Given the product [Br:1][C:2]1[CH:3]=[C:4]2[C:9]([NH:10][CH:11]3[CH2:16][CH2:15][N:14]([S:33]([CH3:32])(=[O:35])=[O:34])[CH2:13][C:12]3([CH3:18])[CH3:17])=[C:8]([C:19]([NH2:21])=[O:20])[CH:7]=[N:6][N:5]2[CH:22]=1, predict the reactants needed to synthesize it. The reactants are: [Br:1][C:2]1[CH:3]=[C:4]2[C:9]([NH:10][CH:11]3[CH2:16][CH2:15][NH:14][CH2:13][C:12]3([CH3:18])[CH3:17])=[C:8]([C:19]([NH2:21])=[O:20])[CH:7]=[N:6][N:5]2[CH:22]=1.CCN(C(C)C)C(C)C.[CH3:32][S:33](Cl)(=[O:35])=[O:34].